From a dataset of Catalyst prediction with 721,799 reactions and 888 catalyst types from USPTO. Predict which catalyst facilitates the given reaction. (1) Reactant: [Cl:1][C:2]1[CH:7]=[CH:6][C:5]([B:8]2[O:16][C:13]([CH3:15])([CH3:14])[C:10]([CH3:12])([CH3:11])[O:9]2)=[C:4]([CH3:17])[CH:3]=1.C1C(=O)N([Br:25])C(=O)C1.CC(N=NC(C#N)(C)C)(C#N)C.C1(=O)NC(=O)CC1. The catalyst class is: 53. Product: [Br:25][CH2:17][C:4]1[CH:3]=[C:2]([Cl:1])[CH:7]=[CH:6][C:5]=1[B:8]1[O:16][C:13]([CH3:15])([CH3:14])[C:10]([CH3:11])([CH3:12])[O:9]1. (2) Reactant: [CH3:1][O:2][C:3]1[CH:4]=[C:5]2[C:10](=[CH:11][C:12]=1[O:13][CH3:14])[N:9]=[CH:8][N:7]=[C:6]2O.P(Cl)(Cl)([Cl:18])=O.C(NC(C)C)(C)C. Product: [Cl:18][C:6]1[C:5]2[C:10](=[CH:11][C:12]([O:13][CH3:14])=[C:3]([O:2][CH3:1])[CH:4]=2)[N:9]=[CH:8][N:7]=1. The catalyst class is: 26. (3) Reactant: [CH3:1][NH:2][C:3](=O)[O:4]C1C=CC=CC=1.[CH3:12][C:13]1[C:21]2[C:16](=[CH:17][CH:18]=[C:19]([O:22][C:23]3[CH:28]=[CH:27][N:26]=[C:25]([NH2:29])[CH:24]=3)[CH:20]=2)[NH:15][CH:14]=1.[H-].[Na+].CN(C)C=O. Product: [CH3:1][NH:2][C:3]([N:15]1[C:16]2[C:21](=[CH:20][C:19]([O:22][C:23]3[CH:28]=[CH:27][N:26]=[C:25]([NH2:29])[CH:24]=3)=[CH:18][CH:17]=2)[C:13]([CH3:12])=[CH:14]1)=[O:4]. The catalyst class is: 6. (4) Reactant: [NH2:1][C:2]1[CH:3]=[C:4]([CH:21]=[CH:22][CH:23]=1)[O:5][C:6]1[CH:7]=[CH:8][C:9]2[N:10]([CH:12]=[C:13]([NH:15][C:16]([CH:18]3[CH2:20][CH2:19]3)=[O:17])[N:14]=2)[N:11]=1.[F:24][C:25]([F:36])([F:35])[C:26]1[N:31]=[C:30]([C:32](O)=[O:33])[CH:29]=[CH:28][CH:27]=1.Cl.CN(C)CCCN=C=NCC.ON1C2C=CC=CC=2N=N1.[Cl-].[NH4+]. Product: [CH:18]1([C:16]([NH:15][C:13]2[N:14]=[C:9]3[CH:8]=[CH:7][C:6]([O:5][C:4]4[CH:3]=[C:2]([NH:1][C:32]([C:30]5[CH:29]=[CH:28][CH:27]=[C:26]([C:25]([F:36])([F:24])[F:35])[N:31]=5)=[O:33])[CH:23]=[CH:22][CH:21]=4)=[N:11][N:10]3[CH:12]=2)=[O:17])[CH2:20][CH2:19]1. The catalyst class is: 9. (5) Reactant: [CH3:1][C@H:2]1[C:13](=[O:14])[O:12][CH2:11][C@@H:10]([C:15]2[CH:20]=[CH:19][CH:18]=[CH:17][CH:16]=2)[NH:9][C:8](=[O:21])[C@H:7]([NH:22]C(=O)OCC2C3C=CC=CC=3C3C2=CC=CC=3)[CH2:6][CH:5]=[CH:4][CH2:3]1.N1CCCCC1. Product: [NH2:22][C@@H:7]1[CH2:6][CH:5]=[CH:4][CH2:3][C@@H:2]([CH3:1])[C:13](=[O:14])[O:12][CH2:11][C@@H:10]([C:15]2[CH:20]=[CH:19][CH:18]=[CH:17][CH:16]=2)[NH:9][C:8]1=[O:21]. The catalyst class is: 3. (6) Reactant: FC(F)(F)C1C=C(S([N:12]2[CH2:16][C@H:15]3[C@H:17]([NH2:20])[CH2:18][CH2:19][C@H:14]3[CH2:13]2)(=O)=O)C=CC=1.[CH:23](=O)[C:24]([CH3:27])(C)[CH3:25]. Product: [CH2:25]([N:12]1[CH2:16][C@@H:15]2[C@@H:17]([NH:20][CH:18]([CH3:19])[CH3:17])[CH2:18][CH2:19][C@@H:14]2[CH2:13]1)[C:24]1[CH:27]=[CH:15][CH:14]=[CH:13][CH:23]=1. The catalyst class is: 21. (7) Reactant: [Cl:1][C:2]1[C:3]([C:10]([O:12][CH3:13])=[O:11])=[N:4][C:5]([Cl:9])=[CH:6][C:7]=1Cl.[CH3:14][NH:15][CH:16]1[CH2:21][CH2:20][N:19]([C:22]([O:24][C:25]([CH3:28])([CH3:27])[CH3:26])=[O:23])[CH2:18][CH2:17]1. Product: [C:25]([O:24][C:22]([N:19]1[CH2:18][CH2:17][CH:16]([N:15]([CH3:14])[C:7]2[CH:6]=[C:5]([Cl:9])[N:4]=[C:3]([C:10]([O:12][CH3:13])=[O:11])[C:2]=2[Cl:1])[CH2:21][CH2:20]1)=[O:23])([CH3:28])([CH3:27])[CH3:26]. The catalyst class is: 3. (8) Reactant: [N:1]1[CH:2]=[C:3]([S:10][C:11]2[CH:20]=[CH:19][C:14]3[N:15]=[C:16]([NH2:18])[S:17][C:13]=3[CH:12]=2)[N:4]2[CH:9]=[CH:8][CH:7]=[N:6][C:5]=12.Br.[CH2:22]([N:24]1[CH2:29][CH2:28][N:27]([CH2:30][C:31](O)=[O:32])[CH2:26][CH2:25]1)[CH3:23].Cl.CN(C)CCCN=C=NCC. Product: [CH2:22]([N:24]1[CH2:29][CH2:28][N:27]([CH2:30][C:31]([NH:18][C:16]2[S:17][C:13]3[CH:12]=[C:11]([S:10][C:3]4[N:4]5[CH:9]=[CH:8][CH:7]=[N:6][C:5]5=[N:1][CH:2]=4)[CH:20]=[CH:19][C:14]=3[N:15]=2)=[O:32])[CH2:26][CH2:25]1)[CH3:23]. The catalyst class is: 17.